Dataset: Full USPTO retrosynthesis dataset with 1.9M reactions from patents (1976-2016). Task: Predict the reactants needed to synthesize the given product. (1) Given the product [Br:1][C:2]1[CH:3]=[C:4]([C:8]2[CH:13]=[C:12]([C:14]([NH2:17])([CH3:15])[CH3:16])[N:11]=[C:10]([C:21]3[CH:26]=[CH:25][CH:24]=[CH:23][N:22]=3)[CH:9]=2)[CH:5]=[N:6][CH:7]=1, predict the reactants needed to synthesize it. The reactants are: [Br:1][C:2]1[CH:3]=[C:4]([C:8]2[CH:13]=[C:12]([C:14]([NH:17]C(=O)C)([CH3:16])[CH3:15])[N:11]=[C:10]([C:21]3[CH:26]=[CH:25][CH:24]=[CH:23][N:22]=3)[CH:9]=2)[CH:5]=[N:6][CH:7]=1.Cl.[OH-].[Na+]. (2) The reactants are: [Cl:1][C:2]1[C:9]([CH3:10])=[C:8](I)[CH:7]=[CH:6][C:3]=1[C:4]#[N:5].[CH2:12]([CH:14]1[NH:18][C:17](=[O:19])[C:16]([CH3:21])([CH3:20])[C:15]1=[O:22])[CH3:13].C(=O)([O-])[O-].[Cs+].[Cs+].C1(P(C2C=CC=CC=2)C2C3OC4C(=CC=CC=4P(C4C=CC=CC=4)C4C=CC=CC=4)C(C)(C)C=3C=CC=2)C=CC=CC=1. Given the product [Cl:1][C:2]1[C:9]([CH3:10])=[C:8]([N:18]2[CH:14]([CH2:12][CH3:13])[C:15](=[O:22])[C:16]([CH3:21])([CH3:20])[C:17]2=[O:19])[CH:7]=[CH:6][C:3]=1[C:4]#[N:5], predict the reactants needed to synthesize it.